Dataset: Full USPTO retrosynthesis dataset with 1.9M reactions from patents (1976-2016). Task: Predict the reactants needed to synthesize the given product. Given the product [NH2:16][C:12]1[CH:11]=[C:10]([NH:9][C:7]([C:6]2[N:2]([CH3:1])[N:3]=[C:4]([CH3:19])[CH:5]=2)=[O:8])[CH:15]=[CH:14][CH:13]=1, predict the reactants needed to synthesize it. The reactants are: [CH3:1][N:2]1[C:6]([C:7]([NH:9][C:10]2[CH:15]=[CH:14][CH:13]=[C:12]([N+:16]([O-])=O)[CH:11]=2)=[O:8])=[CH:5][C:4]([CH3:19])=[N:3]1.O.NN.